From a dataset of KCNQ2 potassium channel screen with 302,405 compounds. Binary Classification. Given a drug SMILES string, predict its activity (active/inactive) in a high-throughput screening assay against a specified biological target. (1) The drug is S(=O)(=O)(N1CCC(CC1)C(=O)c1cc(ccc1)C)c1cc(ccc1)C(O)=O. The result is 0 (inactive). (2) The compound is Clc1c(NC(=O)/C=C(/C)C)c(cc(c1)C)C. The result is 1 (active). (3) The drug is Clc1c(NC(=S)N(Cc2ccc(OC)cc2)C)ccc(Cl)c1. The result is 0 (inactive). (4) The drug is S(=O)(=O)(N1CCCCC1)c1c(ccc(c1)C(=O)N(CCc1ccccc1)Cc1ccccc1)C. The result is 0 (inactive). (5) The drug is O(c1c(c2c3n(nc2C)c(c(cn3)C(OCC)=O)C)cccc1)C. The result is 0 (inactive). (6) The compound is Fc1cc2c([nH]c(CN(Cc3onc(n3)c3nccnc3)C)c2)cc1. The result is 0 (inactive). (7) The compound is OC(CN1C(CCCC1C)C)Cn1c2c(c3c1cccc3)cccc2. The result is 0 (inactive). (8) The drug is Clc1c(CNS(=O)(=O)c2ccc(SC)cc2)cccc1. The result is 0 (inactive).